From a dataset of Full USPTO retrosynthesis dataset with 1.9M reactions from patents (1976-2016). Predict the reactants needed to synthesize the given product. (1) Given the product [C:16]([NH2:15])(=[O:17])[C:18]1[CH:23]=[CH:22][CH:21]=[CH:20][CH:19]=1, predict the reactants needed to synthesize it. The reactants are: ONC([C@@H]([NH:15][C:16]([C:18]1[CH:23]=[CH:22][C:21](C#CC2C=CC(NC(=O)CNC(OC(C)(C)C)=O)=CC=2)=[CH:20][CH:19]=1)=[O:17])CNC(OC(C)(C)C)=O)=O.C(O)(C(F)(F)F)=O.C(Cl)Cl. (2) Given the product [CH3:11][N:2]([CH3:1])[C:3](=[O:10])[C@H:4]([C@@H:6]([CH3:9])[O:7][CH3:8])[NH:5][C:13]1[CH2:17][S:16][C:15](=[O:18])[N:14]=1, predict the reactants needed to synthesize it. The reactants are: [CH3:1][N:2]([CH3:11])[C:3](=[O:10])[C@H:4]([C@@H:6]([CH3:9])[O:7][CH3:8])[NH2:5].S=[C:13]1[CH2:17][S:16][C:15](=[O:18])[NH:14]1. (3) Given the product [CH2:2]([O:9][C:10]1[CH:11]=[C:12]2[C:20](=[CH:21][CH:22]=1)[NH:19][C:18]1[CH:17]([C:23]([O:25][CH3:26])=[O:24])[N:16]([CH3:29])[CH2:15][CH2:14][C:13]2=1)[C:3]1[CH:8]=[CH:7][CH:6]=[CH:5][CH:4]=1, predict the reactants needed to synthesize it. The reactants are: Cl.[CH2:2]([O:9][C:10]1[CH:11]=[C:12]2[C:20](=[CH:21][CH:22]=1)[NH:19][C:18]1[CH:17]([C:23]([O:25][CH3:26])=[O:24])[NH:16][CH2:15][CH2:14][C:13]2=1)[C:3]1[CH:8]=[CH:7][CH:6]=[CH:5][CH:4]=1.C=O.[C:29](O[BH-](OC(=O)C)OC(=O)C)(=O)C.[Na+]. (4) Given the product [Si:1]([O:8][CH2:9][C:10]1([CH3:38])[S:16][CH2:15][CH2:14][N:13]2[C:17]([C:20]3([C:23]4[CH:24]=[CH:25][C:26]([C:40]5[CH:45]=[C:44]([CH3:46])[CH:43]=[CH:42][N:41]=5)=[CH:27][CH:28]=4)[CH2:22][CH2:21]3)=[N:18][N:19]=[C:12]2[CH2:11]1)([C:4]([CH3:5])([CH3:6])[CH3:7])([CH3:3])[CH3:2], predict the reactants needed to synthesize it. The reactants are: [Si:1]([O:8][CH2:9][C:10]1([CH3:38])[S:16][CH2:15][CH2:14][N:13]2[C:17]([C:20]3([C:23]4[CH:28]=[CH:27][C:26](B5OC(C)(C)C(C)(C)O5)=[CH:25][CH:24]=4)[CH2:22][CH2:21]3)=[N:18][N:19]=[C:12]2[CH2:11]1)([C:4]([CH3:7])([CH3:6])[CH3:5])([CH3:3])[CH3:2].Br[C:40]1[CH:45]=[C:44]([CH3:46])[CH:43]=[CH:42][N:41]=1.C(=O)([O-])[O-].[K+].[K+]. (5) Given the product [CH3:8][C:5]1[N:6]=[CH:7][C:2]([C:24]2[CH:29]=[CH:28][N:27]=[C:26]([NH:30][C:31](=[O:33])[CH3:32])[CH:25]=2)=[CH:3][C:4]=1[N:9]1[CH2:14][CH2:13][CH2:12][NH:11][C:10]1=[O:15], predict the reactants needed to synthesize it. The reactants are: Br[C:2]1[CH:3]=[C:4]([N:9]2[CH2:14][CH2:13][CH2:12][NH:11][C:10]2=[O:15])[C:5]([CH3:8])=[N:6][CH:7]=1.CC1(C)C(C)(C)OB([C:24]2[CH:29]=[CH:28][N:27]=[C:26]([NH:30][C:31](=[O:33])[CH3:32])[CH:25]=2)O1.C(=O)([O-])[O-].[Na+].[Na+]. (6) Given the product [Na+:1].[F:30][C:29]([N:28]([C:33]([F:34])([F:36])[F:35])[CH2:27][CH2:26][CH2:25][CH2:24][CH2:23][CH2:22][CH2:21][CH2:20][CH2:19][CH2:18][CH2:17][CH2:16][O:2][C:3]1[CH:8]=[CH:7][C:6]([S:9]([O-:12])(=[O:10])=[O:11])=[CH:5][CH:4]=1)([F:32])[F:31], predict the reactants needed to synthesize it. The reactants are: [Na+:1].[OH:2][C:3]1[CH:8]=[CH:7][C:6]([S:9]([O-:12])(=[O:11])=[O:10])=[CH:5][CH:4]=1.[OH-].[Na+].Br[CH2:16][CH2:17][CH2:18][CH2:19][CH2:20][CH2:21][CH2:22][CH2:23][CH2:24][CH2:25][CH2:26][CH2:27][N:28]([C:33]([F:36])([F:35])[F:34])[C:29]([F:32])([F:31])[F:30].